From a dataset of Reaction yield outcomes from USPTO patents with 853,638 reactions. Predict the reaction yield, written as a fraction of the theoretical maximum amount of product (1.0 means a 100% yield; for example, 0.34 means a 34% yield). (1) The reactants are Cl[C:2]1[N:7]=[C:6]([Cl:8])[N:5]=[C:4]([O:9][CH2:10][C@H:11]2[CH2:13][C@H:12]2[C:14]#[N:15])[N:3]=1.Cl.[NH:17]1[CH2:22][CH2:21][CH:20]([C:23]2[C:31]3[C:26](=[N:27][CH:28]=[CH:29][N:30]=3)[NH:25][N:24]=2)[CH2:19][CH2:18]1.CCN(C(C)C)C(C)C.CO. The catalyst is C1COCC1.CCOC(C)=O. The product is [Cl:8][C:6]1[N:7]=[C:2]([N:17]2[CH2:22][CH2:21][CH:20]([C:23]3[C:31]4[C:26](=[N:27][CH:28]=[CH:29][N:30]=4)[NH:25][N:24]=3)[CH2:19][CH2:18]2)[N:3]=[C:4]([O:9][CH2:10][C@H:11]2[CH2:13][C@H:12]2[C:14]#[N:15])[N:5]=1. The yield is 0.580. (2) The reactants are [Br:1][C:2]1[CH:10]=[CH:9][C:8]([OH:11])=[C:7]2[C:3]=1[CH2:4][CH2:5][C:6]2=[O:12].C(OC(=O)C)(=O)C.[N+:20]([O-])([OH:22])=[O:21]. The catalyst is C(O)(=O)C. The product is [Br:1][C:2]1[CH:10]=[C:9]([N+:20]([O-:22])=[O:21])[C:8]([OH:11])=[C:7]2[C:3]=1[CH2:4][CH2:5][C:6]2=[O:12]. The yield is 0.790. (3) The reactants are [N:1]([CH2:4][C:5]1[CH:6]=[CH:7][C:8]([C:11]#[N:12])=[N:9][CH:10]=1)=[N+]=[N-].C1(P(C2C=CC=CC=2)C2C=CC=CC=2)C=CC=CC=1.C(N(CC)CC)C.[CH3:39][C:40]([O:43][C:44](O[C:44]([O:43][C:40]([CH3:42])([CH3:41])[CH3:39])=[O:45])=[O:45])([CH3:42])[CH3:41]. The catalyst is C1COCC1.O. The product is [C:40]([O:43][C:44]([NH:1][CH2:4][C:5]1[CH:6]=[CH:7][C:8]([C:11]#[N:12])=[N:9][CH:10]=1)=[O:45])([CH3:42])([CH3:41])[CH3:39]. The yield is 0.360. (4) The reactants are [F:1][C:2]1[CH:7]=[CH:6][C:5]([N:8]2[C:12](/[CH:13]=[CH:14]/[C:15]3[S:16][C:17]([C:21]([OH:23])=O)=[C:18]([CH3:20])[N:19]=3)=[C:11]([CH3:24])[N:10]=[N:9]2)=[CH:4][CH:3]=1.[CH:25]([NH2:28])([CH3:27])[CH3:26]. The product is [CH:25]([NH:28][C:21]([C:17]1[S:16][C:15](/[CH:14]=[CH:13]/[C:12]2[N:8]([C:5]3[CH:6]=[CH:7][C:2]([F:1])=[CH:3][CH:4]=3)[N:9]=[N:10][C:11]=2[CH3:24])=[N:19][C:18]=1[CH3:20])=[O:23])([CH3:27])[CH3:26]. No catalyst specified. The yield is 0.710. (5) The reactants are C(OC(=O)[NH:7][CH:8]1[CH2:13][CH2:12][N:11]([C:14]2[CH:15]=[N:16][C:17]([O:23][C:24]3[CH:29]=[CH:28][C:27]([O:30][C:31]4[CH:36]=[CH:35][CH:34]=[CH:33][CH:32]=4)=[CH:26][CH:25]=3)=[C:18]([C:20](=[O:22])[NH2:21])[CH:19]=2)[CH2:10][CH2:9]1)(C)(C)C.Cl. The catalyst is C(Cl)Cl.O1CCOCC1. The product is [NH2:7][CH:8]1[CH2:13][CH2:12][N:11]([C:14]2[CH:15]=[N:16][C:17]([O:23][C:24]3[CH:29]=[CH:28][C:27]([O:30][C:31]4[CH:36]=[CH:35][CH:34]=[CH:33][CH:32]=4)=[CH:26][CH:25]=3)=[C:18]([C:20]([NH2:21])=[O:22])[CH:19]=2)[CH2:10][CH2:9]1. The yield is 0.956. (6) The reactants are C1(C#CCO)C=CC=CC=1.C1(S)C=CC=CC=1.[C:18]1([CH2:24][CH:25]([S:29][C:30]2[CH:35]=[CH:34][CH:33]=[CH:32][CH:31]=2)[C:26](=[O:28])C)[CH:23]=[CH:22][CH:21]=[CH:20][CH:19]=1. The catalyst is ClCCCl. The product is [C:18]1([CH2:24][CH:25]([S:29][C:30]2[CH:35]=[CH:34][CH:33]=[CH:32][CH:31]=2)[CH:26]=[O:28])[CH:19]=[CH:20][CH:21]=[CH:22][CH:23]=1. The yield is 0.890. (7) The reactants are [Br:1][C:2]1[CH:3]=[CH:4][C:5]([CH2:8][C:9]([OH:11])=O)=[N:6][CH:7]=1.C1C=CC2N(O)N=[N:18][C:16]=2C=1.CCN=C=NCCCN(C)C.Cl.CN. The catalyst is C1COCC1.O. The product is [Br:1][C:2]1[CH:3]=[CH:4][C:5]([CH2:8][C:9]([NH:18][CH3:16])=[O:11])=[N:6][CH:7]=1. The yield is 0.270.